Task: Predict which catalyst facilitates the given reaction.. Dataset: Catalyst prediction with 721,799 reactions and 888 catalyst types from USPTO (1) Product: [O:1]1[C:6]2[CH:7]=[CH:8][C:9]([C:11]3[N:16]4[N:17]=[C:18]([NH:20][C:28](=[O:31])[CH:29]=[CH2:30])[N:19]=[C:15]4[CH:14]=[CH:13][CH:12]=3)=[CH:10][C:5]=2[O:4][CH2:3][CH2:2]1. Reactant: [O:1]1[C:6]2[CH:7]=[CH:8][C:9]([C:11]3[N:16]4[N:17]=[C:18]([NH2:20])[N:19]=[C:15]4[CH:14]=[CH:13][CH:12]=3)=[CH:10][C:5]=2[O:4][CH2:3][CH2:2]1.C(N(CC)CC)C.[C:28](Cl)(=[O:31])[CH:29]=[CH2:30]. The catalyst class is: 4. (2) Reactant: [F:1][C:2]1[CH:3]=[C:4]([CH:29]=[CH:30][C:31]=1[F:32])[C:5]([NH:7][C:8]1[CH:13]=[CH:12][C:11]([NH:14][C:15]2[C:24]3[CH:23]=[C:22]([N+:25]([O-])=O)[C:21](=[O:28])[NH:20][C:19]=3[N:18]=[CH:17][CH:16]=2)=[CH:10][CH:9]=1)=[O:6].CO. Product: [F:1][C:2]1[CH:3]=[C:4]([CH:29]=[CH:30][C:31]=1[F:32])[C:5]([NH:7][C:8]1[CH:9]=[CH:10][C:11]([NH:14][C:15]2[C:24]3[CH:23]=[C:22]([NH2:25])[C:21](=[O:28])[NH:20][C:19]=3[N:18]=[CH:17][CH:16]=2)=[CH:12][CH:13]=1)=[O:6]. The catalyst class is: 394. (3) Reactant: [OH:1][CH2:2][C:3]1[C:4]2[N:5]([N:11]=[C:12]([C:14]([F:20])([F:19])[C:15]([F:18])([F:17])[F:16])[CH:13]=2)[C:6]([O:9][CH3:10])=[CH:7][CH:8]=1. Product: [CH3:10][O:9][C:6]1[N:5]2[N:11]=[C:12]([C:14]([F:20])([F:19])[C:15]([F:16])([F:17])[F:18])[CH:13]=[C:4]2[C:3]([CH:2]=[O:1])=[CH:8][CH:7]=1. The catalyst class is: 428. (4) Reactant: [CH3:1][O:2][C:3]1[C:4]([CH3:32])=[C:5]([C:23]([O:30][CH3:31])=[C:24]([O:28][CH3:29])[C:25]=1[O:26][CH3:27])[CH2:6][C:7]1[CH:8]=[CH:9][C:10]([O:15][CH2:16][C:17]2[CH:22]=[CH:21][CH:20]=[CH:19][CH:18]=2)=[C:11]([CH:14]=1)[CH:12]=[O:13].P([O-])(O)(O)=[O:34].[Na+].Cl[O-].[Na+].OO. Product: [CH3:1][O:2][C:3]1[C:4]([CH3:32])=[C:5]([C:23]([O:30][CH3:31])=[C:24]([O:28][CH3:29])[C:25]=1[O:26][CH3:27])[CH2:6][C:7]1[CH:8]=[CH:9][C:10]([O:15][CH2:16][C:17]2[CH:22]=[CH:21][CH:20]=[CH:19][CH:18]=2)=[C:11]([CH:14]=1)[C:12]([OH:34])=[O:13]. The catalyst class is: 47. (5) Reactant: Br[C:2]1[CH:3]=[C:4]([C:9]2([CH3:14])[O:13][CH2:12][CH2:11][O:10]2)[CH:5]=[CH:6][C:7]=1[F:8].[Li]CCCC.CN([CH:23]=[O:24])C. The catalyst class is: 1. Product: [F:8][C:7]1[CH:6]=[CH:5][C:4]([C:9]2([CH3:14])[O:13][CH2:12][CH2:11][O:10]2)=[CH:3][C:2]=1[CH:23]=[O:24]. (6) Reactant: [ClH:1].[OH:2][C:3]1[C:16]2[C:15](=[O:17])[C:14]3[C:9](=[C:10]([O:18][CH3:19])[CH:11]=[CH:12][CH:13]=3)[O:8][C:7]=2[CH:6]=[C:5]([O:20][CH2:21][CH:22]2[CH2:24][S:23]2)[CH:4]=1. Product: [Cl:1][CH2:24][CH:22]([SH:23])[CH2:21][O:20][C:5]1[CH:4]=[C:3]([OH:2])[C:16]2[C:15](=[O:17])[C:14]3[C:9]([O:8][C:7]=2[CH:6]=1)=[C:10]([O:18][CH3:19])[CH:11]=[CH:12][CH:13]=3. The catalyst class is: 13. (7) The catalyst class is: 3. Reactant: [C:1]1([C:7]2[N:12]=[C:11]([O:13][CH:14]3[CH2:18][CH:17]([C:19]([OH:21])=O)[CH:16]([C:22](=[O:34])[NH:23][C:24]4([C:29]([O:31][CH2:32][CH3:33])=[O:30])[CH2:26][CH:25]4[CH:27]=[CH2:28])[CH2:15]3)[CH:10]=[C:9]([C:35]3[CH:40]=[CH:39][CH:38]=[CH:37][CH:36]=3)[N:8]=2)[CH:6]=[CH:5][CH:4]=[CH:3][CH:2]=1.[CH3:41][NH:42][CH:43]=[CH:44][CH2:45][CH2:46][CH2:47][CH3:48].CN(C(ON1N=NC2C=CC=NC1=2)=[N+](C)C)C.F[P-](F)(F)(F)(F)F. Product: [CH2:32]([O:31][C:29]([C:24]1([NH:23][C:22]([CH:16]2[CH2:15][CH:14]([O:13][C:11]3[CH:10]=[C:9]([C:35]4[CH:36]=[CH:37][CH:38]=[CH:39][CH:40]=4)[N:8]=[C:7]([C:1]4[CH:6]=[CH:5][CH:4]=[CH:3][CH:2]=4)[N:12]=3)[CH2:18][CH:17]2[C:19](=[O:21])[N:42]([CH2:43][CH2:44][CH2:45][CH2:46][CH:47]=[CH2:48])[CH3:41])=[O:34])[CH2:26][CH:25]1[CH:27]=[CH2:28])=[O:30])[CH3:33]. (8) Product: [NH2:14][C:4]1[N:5]([C:7]2[N:8]=[CH:9][N:10]=[C:11]([NH:16][CH3:15])[CH:12]=2)[N:6]=[C:2]([CH3:1])[CH:3]=1. The catalyst class is: 41. Reactant: [CH3:1][C:2]1[CH:3]=[C:4]([NH2:14])[N:5]([C:7]2[CH:12]=[C:11](Cl)[N:10]=[CH:9][N:8]=2)[N:6]=1.[CH3:15][NH2:16]. (9) Reactant: [CH3:1][CH:2]([CH3:31])[CH2:3][C@H:4]([NH:21][C:22]1[CH:30]=[CH:29][C:25]([C:26]([OH:28])=O)=[CH:24][N:23]=1)[C:5]1[CH:6]=[N:7][C:8]([C:11]2[CH:16]=[CH:15][C:14]([C:17]([F:20])([F:19])[F:18])=[CH:13][CH:12]=2)=[N:9][CH:10]=1.Cl.CN(C)CCCN=C=NCC.Cl.[CH2:45]([O:47][C:48](=[O:52])[CH2:49][CH2:50][NH2:51])[CH3:46].C(N(CC)CC)C. Product: [CH2:45]([O:47][C:48](=[O:52])[CH2:49][CH2:50][NH:51][C:26]([C:25]1[CH:24]=[N:23][C:22]([NH:21][C@H:4]([C:5]2[CH:6]=[N:7][C:8]([C:11]3[CH:12]=[CH:13][C:14]([C:17]([F:19])([F:20])[F:18])=[CH:15][CH:16]=3)=[N:9][CH:10]=2)[CH2:3][CH:2]([CH3:31])[CH3:1])=[CH:30][CH:29]=1)=[O:28])[CH3:46]. The catalyst class is: 4.